Dataset: Forward reaction prediction with 1.9M reactions from USPTO patents (1976-2016). Task: Predict the product of the given reaction. (1) Given the reactants C(=O)([O-])[O-].[K+].[K+].[C:7]([O:13][CH2:14][CH3:15])(=[O:12])[CH2:8][C:9]([CH3:11])=[O:10].I[CH2:17][CH2:18][CH3:19].O, predict the reaction product. The product is: [CH2:17]([CH:8]([C:9]([CH3:11])=[O:10])[C:7]([O:13][CH2:14][CH3:15])=[O:12])[CH2:18][CH3:19]. (2) Given the reactants C(Br)C1C=CC=CC=1.[F:9][C:10]1[CH:17]=[CH:16][C:13]([CH2:14]Br)=[CH:12][CH:11]=1.[CH3:18][C:19]1[N:20]=[C:21]([N:29]2[CH2:33][CH2:32][NH:31][C:30]2=[O:34])[S:22][C:23]=1[C:24]([O:26][CH2:27][CH3:28])=[O:25], predict the reaction product. The product is: [F:9][C:10]1[CH:17]=[CH:16][C:13]([CH2:14][N:31]2[CH2:32][CH2:33][N:29]([C:21]3[S:22][C:23]([C:24]([O:26][CH2:27][CH3:28])=[O:25])=[C:19]([CH3:18])[N:20]=3)[C:30]2=[O:34])=[CH:12][CH:11]=1. (3) Given the reactants [O:1]1[CH:5]=[CH:4][CH:3]=[C:2]1[CH2:6][CH2:7][C:8](O)=[O:9].B, predict the reaction product. The product is: [O:1]1[CH:5]=[CH:4][CH:3]=[C:2]1[CH2:6][CH2:7][CH2:8][OH:9]. (4) Given the reactants [Cl:1][C:2]1[CH:3]=[C:4]2[C:9](=[CH:10][C:11]=1[O:12][C:13]1[CH:21]=[CH:20][C:16]([C:17]([OH:19])=O)=[CH:15][CH:14]=1)[O:8][CH2:7][CH2:6][CH:5]2[C:22]([O:24][CH2:25][CH3:26])=[O:23].[F:27][C:28]1[CH:29]=[C:30]([N:35]2[CH:39]=[CH:38][C:37]([NH2:40])=[N:36]2)[CH:31]=[CH:32][C:33]=1[F:34].N1C2C(=NC=CC=2)N(O)N=1.Cl.CN(C)CCCN=C=NCC, predict the reaction product. The product is: [Cl:1][C:2]1[CH:3]=[C:4]2[C:9](=[CH:10][C:11]=1[O:12][C:13]1[CH:14]=[CH:15][C:16]([C:17](=[O:19])[NH:40][C:37]3[CH:38]=[CH:39][N:35]([C:30]4[CH:31]=[CH:32][C:33]([F:34])=[C:28]([F:27])[CH:29]=4)[N:36]=3)=[CH:20][CH:21]=1)[O:8][CH2:7][CH2:6][CH:5]2[C:22]([O:24][CH2:25][CH3:26])=[O:23]. (5) Given the reactants [CH:1]1([O:7][C:8]2[NH:12][N:11]=[C:10]([C:13]([O:15][CH2:16][CH3:17])=[O:14])[CH:9]=2)[CH2:6][CH2:5][CH2:4][CH2:3][CH2:2]1.[C:18]([C:22]1[CH:23]=[C:24](B2OC(C)(C)C(C)(C)O2)[CH:25]=[C:26]([C:28]2([CH3:31])[CH2:30][CH2:29]2)[CH:27]=1)([CH3:21])([CH3:20])[CH3:19].N1C=CC=CC=1, predict the reaction product. The product is: [C:18]([C:22]1[CH:23]=[C:24]([N:12]2[C:8]([O:7][CH:1]3[CH2:2][CH2:3][CH2:4][CH2:5][CH2:6]3)=[CH:9][C:10]([C:13]([O:15][CH2:16][CH3:17])=[O:14])=[N:11]2)[CH:25]=[C:26]([C:28]2([CH3:31])[CH2:30][CH2:29]2)[CH:27]=1)([CH3:21])([CH3:19])[CH3:20]. (6) Given the reactants [NH2:1][C:2]([CH2:4][C:5]1[C:14]2[C:9](=[CH:10][C:11]([OH:15])=[CH:12][CH:13]=2)[O:8][C:7](=[O:16])[CH:6]=1)=[O:3].[Cl:17][C:18]1[CH:19]=[C:20]([CH:23]=[CH:24][CH:25]=1)[CH2:21]O.N(C(N1CCCCC1)=O)=NC(N1CCCCC1)=O.C1(P(C2C=CC=CC=2)C2C=CC=CC=2)C=CC=CC=1, predict the reaction product. The product is: [NH2:1][C:2]([CH2:4][C:5]1[C:14]2[C:9](=[CH:10][C:11]([O:15][CH2:21][C:20]3[CH:23]=[CH:24][CH:25]=[C:18]([Cl:17])[CH:19]=3)=[CH:12][CH:13]=2)[O:8][C:7](=[O:16])[CH:6]=1)=[O:3]. (7) Given the reactants [CH3:1][N:2]([CH2:13][C:14]1[N:18]([CH2:19][C@@H:20]2[CH2:25][CH2:24][CH2:23][N:22]([CH:26]([CH3:28])C)[CH2:21]2)[C:17]2[CH:29]=[CH:30][CH:31]=[CH:32][C:16]=2[N:15]=1)[C@H:3]1[C:12]2[N:11]=[CH:10][CH:9]=[CH:8][C:7]=2[CH2:6][CH2:5][CH2:4]1.CN(CC1N(C[C@H]2CCCN(C[C@H]3CCCN3)C2)C2C=CC=CC=2N=1)[C@@H:35]1[C:44]2[N:43]=[CH:42][CH:41]=[CH:40][C:39]=2CCC1, predict the reaction product. The product is: [CH3:1][N:2]([CH2:13][C:14]1[N:18]([CH2:19][C@H:20]2[CH2:25][CH2:24][CH2:23][N:22]([CH2:26][C@H:28]3[CH2:40][CH2:41][CH2:42][N:43]3[CH:44]([CH3:35])[CH3:39])[CH2:21]2)[C:17]2[CH:29]=[CH:30][CH:31]=[CH:32][C:16]=2[N:15]=1)[C@@H:3]1[C:12]2[N:11]=[CH:10][CH:9]=[CH:8][C:7]=2[CH2:6][CH2:5][CH2:4]1.